This data is from Catalyst prediction with 721,799 reactions and 888 catalyst types from USPTO. The task is: Predict which catalyst facilitates the given reaction. (1) Reactant: [H-].[Na+].[CH3:3][CH:4]([NH:6][CH2:7][CH:8]([OH:21])[CH2:9][O:10][C:11]1[CH:12]=[CH:13][CH:14]=[C:15]2[CH:20]=[CH:19][CH:18]=[CH:17][C:16]=12)[CH3:5].Cl.COCCOCCOCCOCCOCCBr. Product: [CH3:5][CH:4]([NH:6][CH2:7][CH:8]([OH:21])[CH2:9][O:10][C:11]1[CH:12]=[CH:13][CH:14]=[C:15]2[CH:20]=[CH:19][CH:18]=[CH:17][C:16]=12)[CH3:3]. The catalyst class is: 1. (2) Reactant: [CH2:1]([OH:8])[C:2]1[CH:7]=[CH:6][CH:5]=[CH:4][CH:3]=1.OO.C(=[O:18])C1C=CC=CC=1. Product: [C:1]([OH:18])(=[O:8])[C:2]1[CH:7]=[CH:6][CH:5]=[CH:4][CH:3]=1. The catalyst class is: 553. (3) Reactant: [CH3:1][O:2][C:3]1[CH:4]=[C:5]([NH:15][C:16]2[NH:20][C:19]([NH2:21])=[N:18][N:17]=2)[CH:6]=[CH:7][C:8]=1[N:9]1[CH:13]=[C:12]([CH3:14])[N:11]=[CH:10]1.[Cl:22][C:23]1[CH:34]=[CH:33][C:26]([CH:27]=[CH:28][C:29](OC)=[O:30])=[CH:25][CH:24]=1.O. Product: [Cl:22][C:23]1[CH:24]=[CH:25][C:26]([CH:27]2[N:18]3[N:17]=[C:16]([NH:15][C:5]4[CH:6]=[CH:7][C:8]([N:9]5[CH:13]=[C:12]([CH3:14])[N:11]=[CH:10]5)=[C:3]([O:2][CH3:1])[CH:4]=4)[N:20]=[C:19]3[NH:21][C:29](=[O:30])[CH2:28]2)=[CH:33][CH:34]=1. The catalyst class is: 3. (4) Reactant: [CH3:1][O:2][C:3]1[O:7][C:6](=[O:8])[N:5]([C:9]2[CH:14]=[CH:13][C:12]([NH2:15])=[C:11]([CH3:16])[CH:10]=2)[N:4]=1.[Cl:17][C:18]1[CH:25]=[CH:24][C:21]([CH:22]=O)=[CH:20][CH:19]=1.[BH4-].[Na+]. Product: [CH3:1][O:2][C:3]1[O:7][C:6](=[O:8])[N:5]([C:9]2[CH:14]=[CH:13][C:12]([NH:15][CH2:22][C:21]3[CH:24]=[CH:25][C:18]([Cl:17])=[CH:19][CH:20]=3)=[C:11]([CH3:16])[CH:10]=2)[N:4]=1. The catalyst class is: 100. (5) Reactant: [CH3:1][S:2][CH2:3][NH:4][C:5]1[CH:10]=[CH:9][CH:8]=[C:7]([C:11]2[CH:12]=[N:13][C:14]([N:17]3[CH2:21][CH2:20][CH2:19][C@H:18]3[C:22]([F:25])([F:24])[F:23])=[N:15][CH:16]=2)[N:6]=1.C1CCC(N=C=NC2CCCCC2)CC1.[N:41]1([C:52](=[O:53])[C:51]2[N:50]([CH2:54][C:55](O)=[O:56])[CH:49]=[N:48][C:47]=2[N:45]([CH3:46])[C:43]1=[O:44])[CH3:42]. Product: [CH3:42][N:41]1[C:52](=[O:53])[C:51]2[N:50]([CH2:54][C:55]([N:4]([CH2:3][S:2][CH3:1])[C:5]3[CH:10]=[CH:9][CH:8]=[C:7]([C:11]4[CH:16]=[N:15][C:14]([N:17]5[CH2:21][CH2:20][CH2:19][C@H:18]5[C:22]([F:25])([F:23])[F:24])=[N:13][CH:12]=4)[N:6]=3)=[O:56])[CH:49]=[N:48][C:47]=2[N:45]([CH3:46])[C:43]1=[O:44]. The catalyst class is: 298. (6) Reactant: [Cl:1][C:2]1[CH:3]=[C:4]([N:13]([CH2:31][CH3:32])[C@H:14]2[CH2:19][CH2:18][C@H:17]([N:20]([CH2:22][C:23]3[CH:28]=[CH:27][C:26]([O:29][CH3:30])=[CH:25][CH:24]=3)[CH3:21])[CH2:16][CH2:15]2)[C:5]([CH3:12])=[C:6]([CH:11]=1)[C:7]([O:9]C)=[O:8].[OH-].[Na+]. Product: [Cl:1][C:2]1[CH:3]=[C:4]([N:13]([CH2:31][CH3:32])[C@H:14]2[CH2:15][CH2:16][C@H:17]([N:20]([CH2:22][C:23]3[CH:28]=[CH:27][C:26]([O:29][CH3:30])=[CH:25][CH:24]=3)[CH3:21])[CH2:18][CH2:19]2)[C:5]([CH3:12])=[C:6]([CH:11]=1)[C:7]([OH:9])=[O:8]. The catalyst class is: 14. (7) Reactant: [F:1][C:2]1[CH:3]=[N:4][CH:5]=[CH:6][C:7]=1[C:8]1[N:9]=[C:10]([NH2:21])[C:11]([NH2:20])=[N:12][C:13]=1[C:14]1[CH:15]=[N:16][CH:17]=[CH:18][CH:19]=1.[C:22](N1C=CN=C1)(N1C=CN=C1)=[S:23].[CH2:34](N(CC)CC)C. Product: [F:1][C:2]1[CH:3]=[N:4][CH:5]=[CH:6][C:7]=1[C:8]1[N:9]=[C:10]2[N:21]=[C:34]([S:23][CH3:22])[NH:20][C:11]2=[N:12][C:13]=1[C:14]1[CH:15]=[N:16][CH:17]=[CH:18][CH:19]=1. The catalyst class is: 7.